This data is from Reaction yield outcomes from USPTO patents with 853,638 reactions. The task is: Predict the reaction yield, written as a fraction of the theoretical maximum amount of product (1.0 means a 100% yield; for example, 0.34 means a 34% yield). The reactants are Br[CH2:2][C:3]([C:5]1[CH:10]=[CH:9][C:8]([C:11]([F:14])([F:13])[F:12])=[CH:7][CH:6]=1)=O.[NH2:15][C:16]([NH2:18])=[S:17]. The catalyst is CC(C)=O. The product is [F:12][C:11]([F:14])([F:13])[C:8]1[CH:9]=[CH:10][C:5]([C:3]2[N:15]=[C:16]([NH2:18])[S:17][CH:2]=2)=[CH:6][CH:7]=1. The yield is 1.00.